This data is from Full USPTO retrosynthesis dataset with 1.9M reactions from patents (1976-2016). The task is: Predict the reactants needed to synthesize the given product. (1) Given the product [F:7]/[C:8](=[CH:20]\[C:21]([CH3:24])([CH3:23])[CH3:22])/[CH2:9][O:10][C:11]1[CH:16]=[C:15]([CH3:17])[C:14]([NH2:18])=[CH:13][C:12]=1[CH3:19], predict the reactants needed to synthesize it. The reactants are: O1CCOCC1.[F:7][C:8](F)([CH2:20][C:21]([CH3:24])([CH3:23])[CH3:22])[CH2:9][O:10][C:11]1[CH:16]=[C:15]([CH3:17])[C:14]([NH2:18])=[CH:13][C:12]=1[CH3:19].CC(C)([O-])C.[K+]. (2) Given the product [CH3:42][O:25][CH2:24][C@H:20]1[CH2:21][CH2:22][CH2:23][N:19]1[CH:17]=[O:18], predict the reactants needed to synthesize it. The reactants are: ClC1C=C(OCC(F)(F)F)C=CC=1C(N1C2C=CC=CC=2CN([C:17]([N:19]2[CH2:23][CH2:22][CH2:21][C@@H:20]2[CH2:24][OH:25])=[O:18])[C@H](C)C1)=O.[H-].[Na+].CI.N1CCNC[CH2:42]1. (3) Given the product [CH:17]([NH:16][C:7]1[C:8]2[N:9]([C:12](=[O:15])[NH:13][N:14]=2)[C:10]2[C:5]([N:6]=1)=[CH:4][CH:3]=[CH:2][CH:11]=2)([CH3:19])[CH3:18], predict the reactants needed to synthesize it. The reactants are: Br[C:2]1[CH:11]=[C:10]2[C:5]([N:6]=[C:7]([NH:16][CH:17]([CH3:19])[CH3:18])[C:8]3[N:9]2[C:12](=[O:15])[NH:13][N:14]=3)=[CH:4][CH:3]=1.CO.CCO.C1CCCCC=1. (4) Given the product [O:1]1[C:5]2[C:6]([C:10]([O:12][CH3:13])=[O:11])=[CH:7][CH:8]=[CH:9][C:4]=2[CH2:3][CH2:2]1, predict the reactants needed to synthesize it. The reactants are: [O:1]1[C:5]2[C:6]([C:10]([OH:12])=[O:11])=[CH:7][CH:8]=[CH:9][C:4]=2[CH2:3][CH2:2]1.[CH3:13]O.S(=O)(=O)(O)O. (5) Given the product [Cl:34][C:30]1[CH:31]=[CH:32][C:27]([S:24]([N:12]([CH2:13][C:14]([NH:16][CH2:17][C:18]2[CH:19]=[CH:20][N:21]=[CH:22][CH:23]=2)=[O:15])[C:3]2[CH:4]=[C:5]([C:8]([F:10])([F:9])[F:11])[CH:6]=[CH:7][C:2]=2[Cl:1])(=[O:26])=[O:25])=[CH:28][CH:29]=1, predict the reactants needed to synthesize it. The reactants are: [Cl:1][C:2]1[CH:7]=[CH:6][C:5]([C:8]([F:11])([F:10])[F:9])=[CH:4][C:3]=1[N:12]([S:24]([C:27]1[CH:32]=[CH:31][C:30](C)=[CH:29][CH:28]=1)(=[O:26])=[O:25])[CH2:13][C:14]([NH:16][CH2:17][C:18]1[CH:23]=[CH:22][N:21]=[CH:20][CH:19]=1)=[O:15].[Cl:34]C1C=CC(S(Cl)(=O)=O)=CC=1.CC1C=CC(S(Cl)(=O)=O)=CC=1.